Task: Predict the reaction yield, written as a fraction of the theoretical maximum amount of product (1.0 means a 100% yield; for example, 0.34 means a 34% yield).. Dataset: Buchwald-Hartwig C-N cross coupling reaction yields with 55,370 reactions The reactants are FC(F)(F)c1ccc(I)cc1.Cc1ccc(N)cc1.O=S(=O)(O[Pd]1c2ccccc2-c2ccccc2N~1)C(F)(F)F.COc1ccc(OC)c(P(C(C)(C)C)C(C)(C)C)c1-c1c(C(C)C)cc(C(C)C)cc1C(C)C.CN(C)C(=NC(C)(C)C)N(C)C.Cc1cc(-n2cccc2)no1. No catalyst specified. The product is Cc1ccc(Nc2ccc(C(F)(F)F)cc2)cc1. The yield is 0.364.